Dataset: Catalyst prediction with 721,799 reactions and 888 catalyst types from USPTO. Task: Predict which catalyst facilitates the given reaction. (1) Reactant: [Cl:1][C:2]1[CH:7]=[CH:6][CH:5]=[CH:4][C:3]=1[NH:8][C:9]([C:11]1[CH:15]=[CH:14][NH:13][N:12]=1)=[O:10].[C:16]1([N:22]=[C:23]=[S:24])[CH:21]=[CH:20][CH:19]=[CH:18][CH:17]=1.C([O-])([O-])=O.[K+].[K+]. Product: [Cl:1][C:2]1[CH:7]=[CH:6][CH:5]=[CH:4][C:3]=1[NH:8][C:9]([C:11]1[CH:15]=[CH:14][N:13]([C:23](=[S:24])[NH:22][C:16]2[CH:21]=[CH:20][CH:19]=[CH:18][CH:17]=2)[N:12]=1)=[O:10]. The catalyst class is: 21. (2) Reactant: Br[C:2]1[C:11]2[C:6](=[CH:7][C:8]([O:12][C:13]3[CH:18]=[CH:17][CH:16]=[CH:15][C:14]=3[CH3:19])=[CH:9][CH:10]=2)[C:5]([OH:20])=[C:4]([C:21]([O:23][CH2:24][CH2:25][CH2:26][CH3:27])=[O:22])[N:3]=1.[C:28]([Cu])#[N:29].C(Cl)Cl. Product: [C:28]([C:2]1[C:11]2[C:6](=[CH:7][C:8]([O:12][C:13]3[CH:18]=[CH:17][CH:16]=[CH:15][C:14]=3[CH3:19])=[CH:9][CH:10]=2)[C:5]([OH:20])=[C:4]([C:21]([O:23][CH2:24][CH2:25][CH2:26][CH3:27])=[O:22])[N:3]=1)#[N:29]. The catalyst class is: 3. (3) Reactant: C([O:8][NH:9][C:10](=[O:32])[CH2:11][CH2:12][CH2:13][CH2:14][CH2:15][CH2:16][CH2:17][N:18]1[C:22]2[CH:23]=[CH:24][CH:25]=[C:26]3[CH:27]=[CH:28][CH:29]=[C:20]([C:21]=23)[S:19]1(=[O:31])=[O:30])C1C=CC=CC=1. Product: [OH:8][NH:9][C:10](=[O:32])[CH2:11][CH2:12][CH2:13][CH2:14][CH2:15][CH2:16][CH2:17][N:18]1[C:22]2[CH:23]=[CH:24][CH:25]=[C:26]3[CH:27]=[CH:28][CH:29]=[C:20]([C:21]=23)[S:19]1(=[O:31])=[O:30]. The catalyst class is: 19. (4) Reactant: [Br:1][C:2]1[CH:7]=[C:6]([CH3:8])[CH:5]=[CH:4][C:3]=1[Cl:9].[N+:10]([O-])([OH:12])=[O:11]. Product: [Br:1][C:2]1[CH:7]=[C:6]([CH3:8])[C:5]([N+:10]([O-:12])=[O:11])=[CH:4][C:3]=1[Cl:9]. The catalyst class is: 82. (5) Reactant: [F:1][C:2]1[C:7]2[N:8]([CH:12]([CH3:14])[CH3:13])[C:9](=[O:11])[O:10][C:6]=2[CH:5]=[C:4]([N:15]2[CH2:19][C@H:18]([C:20]([O:22]C)=O)[O:17][C:16]2=[O:24])[CH:3]=1.[NH3:25]. Product: [F:1][C:2]1[C:7]2[N:8]([CH:12]([CH3:14])[CH3:13])[C:9](=[O:11])[O:10][C:6]=2[CH:5]=[C:4]([N:15]2[CH2:19][C@H:18]([C:20]([NH2:25])=[O:22])[O:17][C:16]2=[O:24])[CH:3]=1. The catalyst class is: 5. (6) Reactant: [B].[BH4-].[Na+].[NH2:4][S:5]([C:8]1[CH:9]=[C:10]([CH2:16][C@H:17]([NH:19][C:20](=O)[CH2:21][O:22][C:23]2[CH:28]=[CH:27][CH:26]=[CH:25][C:24]=2[O:29][CH2:30][CH3:31])[CH3:18])[CH:11]=[CH:12][C:13]=1[O:14][CH3:15])(=[O:7])=[O:6].[ClH:33].[OH-].[Na+]. Product: [CH3:31][CH2:30][O:29][C:24]1[CH:25]=[CH:26][CH:27]=[CH:28][C:23]=1[O:22][CH2:21][CH2:20][NH:19][C@@H:17]([CH2:16][C:10]1[CH:11]=[CH:12][C:13]([O:14][CH3:15])=[C:8]([S:5]([NH2:4])(=[O:7])=[O:6])[CH:9]=1)[CH3:18].[ClH:33]. The catalyst class is: 90. (7) Reactant: [CH3:1][C:2]1([CH3:18])[C:6]([CH3:8])([CH3:7])[O:5][B:4]([C:9]2[CH:10]=[C:11]([CH:15]=[CH:16][CH:17]=2)[C:12]([OH:14])=O)[O:3]1.[NH:19]1[C:27]2[C:22](=[CH:23][C:24]([NH2:28])=[CH:25][CH:26]=2)[CH:21]=[N:20]1.CN(C(ON1N=NC2C=CC=NC1=2)=[N+](C)C)C.F[P-](F)(F)(F)(F)F.CCN(C(C)C)C(C)C. Product: [NH:19]1[C:27]2[C:22](=[CH:23][C:24]([NH:28][C:12](=[O:14])[C:11]3[CH:15]=[CH:16][CH:17]=[C:9]([B:4]4[O:5][C:6]([CH3:7])([CH3:8])[C:2]([CH3:1])([CH3:18])[O:3]4)[CH:10]=3)=[CH:25][CH:26]=2)[CH:21]=[N:20]1. The catalyst class is: 3. (8) Reactant: [CH2:1]([N:8]1[C:17]2[C:12](=[CH:13][CH:14]=[CH:15][N:16]=2)[C:11](Cl)=[C:10]([C:19]#[N:20])[C:9]1=[O:21])[C:2]1[CH:7]=[CH:6][CH:5]=[CH:4][CH:3]=1.[NH:22]1[CH2:27][CH2:26][NH:25][CH2:24][CH2:23]1. Product: [CH2:1]([N:8]1[C:17]2[C:12](=[CH:13][CH:14]=[CH:15][N:16]=2)[C:11]([N:22]2[CH2:27][CH2:26][NH:25][CH2:24][CH2:23]2)=[C:10]([C:19]#[N:20])[C:9]1=[O:21])[C:2]1[CH:7]=[CH:6][CH:5]=[CH:4][CH:3]=1. The catalyst class is: 4. (9) Reactant: [F:1][CH:2]1[C:6](=O)[N:5]([C@@H:8]([C:10]2[CH:15]=[CH:14][CH:13]=[CH:12][CH:11]=2)[CH3:9])[CH2:4][C@@:3]1([CH3:23])[C:16]([O:18][C:19]([CH3:22])([CH3:21])[CH3:20])=[O:17].B. Product: [F:1][CH:2]1[CH2:6][N:5]([C@@H:8]([C:10]2[CH:11]=[CH:12][CH:13]=[CH:14][CH:15]=2)[CH3:9])[CH2:4][C@@:3]1([CH3:23])[C:16]([O:18][C:19]([CH3:22])([CH3:21])[CH3:20])=[O:17]. The catalyst class is: 7. (10) Reactant: [N:1]1[CH:6]=[CH:5][CH:4]=[CH:3][C:2]=1[O:7][CH2:8][C:9]1[CH:27]=[CH:26][C:12]([CH2:13][C:14]2[CH:18]=[C:17]([C:19]3[C:20]([NH2:25])=[N:21][CH:22]=[CH:23][CH:24]=3)[O:16][N:15]=2)=[CH:11][CH:10]=1.[C:28]([OH:35])(=[O:34])/[CH:29]=[CH:30]\[C:31]([OH:33])=[O:32]. Product: [C:28]([OH:35])(=[O:34])/[CH:29]=[CH:30]\[C:31]([OH:33])=[O:32].[N:1]1[CH:6]=[CH:5][CH:4]=[CH:3][C:2]=1[O:7][CH2:8][C:9]1[CH:27]=[CH:26][C:12]([CH2:13][C:14]2[CH:18]=[C:17]([C:19]3[C:20]([NH2:25])=[N:21][CH:22]=[CH:23][CH:24]=3)[O:16][N:15]=2)=[CH:11][CH:10]=1. The catalyst class is: 125.